Dataset: Forward reaction prediction with 1.9M reactions from USPTO patents (1976-2016). Task: Predict the product of the given reaction. (1) Given the reactants [CH2:1]([O:8][C:9]1[CH:14]=[C:13](Cl)[CH:12]=[CH:11][N:10]=1)[C:2]1[CH:7]=[CH:6][CH:5]=[CH:4][CH:3]=1.[CH3:16][N:17]([CH:28]1[CH2:33][CH2:32][NH:31][CH2:30][CH2:29]1)[C:18](=[O:27])[O:19][CH2:20][C:21]1[CH:26]=[CH:25][CH:24]=[CH:23][CH:22]=1.C([O-])([O-])=O.[Cs+].[Cs+].CC1(C)C2C(=C(P(C3C=CC=CC=3)C3C=CC=CC=3)C=CC=2)OC2C(P(C3C=CC=CC=3)C3C=CC=CC=3)=CC=CC1=2, predict the reaction product. The product is: [CH2:1]([O:8][C:9]1[CH:14]=[C:13]([N:31]2[CH2:30][CH2:29][CH:28]([N:17]([CH3:16])[C:18](=[O:27])[O:19][CH2:20][C:21]3[CH:26]=[CH:25][CH:24]=[CH:23][CH:22]=3)[CH2:33][CH2:32]2)[CH:12]=[CH:11][N:10]=1)[C:2]1[CH:7]=[CH:6][CH:5]=[CH:4][CH:3]=1. (2) Given the reactants [Cl:1][C:2]1[CH:3]=[C:4]([C:8]2[S:9][CH2:10][CH:11]([C:13]([OH:15])=O)[N:12]=2)[CH:5]=[CH:6][CH:7]=1.[NH2:16][C:17]1[CH:18]=[CH:19][C:20]([N+:27]([O-:29])=[O:28])=[C:21]([C:23]([F:26])([F:25])[F:24])[CH:22]=1.CCN(C(C)C)C(C)C.C1CN([P+](Br)(N2CCCC2)N2CCCC2)CC1.F[P-](F)(F)(F)(F)F, predict the reaction product. The product is: [N+:27]([C:20]1[CH:19]=[CH:18][C:17]([NH:16][C:13]([CH:11]2[CH2:10][S:9][C:8]([C:4]3[CH:5]=[CH:6][CH:7]=[C:2]([Cl:1])[CH:3]=3)=[N:12]2)=[O:15])=[CH:22][C:21]=1[C:23]([F:24])([F:25])[F:26])([O-:29])=[O:28]. (3) Given the reactants [N+:1]([O-:4])(O)=[O:2].[CH2:5]([O:7][C:8]([C:10]1[S:11][C:12]([Cl:15])=[CH:13][CH:14]=1)=[O:9])[CH3:6], predict the reaction product. The product is: [CH2:5]([O:7][C:8]([C:10]1[S:11][C:12]([Cl:15])=[C:13]([N+:1]([O-:4])=[O:2])[CH:14]=1)=[O:9])[CH3:6].